This data is from Reaction yield outcomes from USPTO patents with 853,638 reactions. The task is: Predict the reaction yield, written as a fraction of the theoretical maximum amount of product (1.0 means a 100% yield; for example, 0.34 means a 34% yield). (1) The reactants are CC([N:5]([C@H:9]1[C:18]2[C:13](=[CH:14][CH:15]=[C:16](Br)[CH:17]=2)[N:12]([C:20](=[O:22])[CH3:21])[C@@H:11]([CH3:23])[CH2:10]1)[C:6](=[O:8])[O-:7])(C)C.[CH3:24][N:25]([CH2:36][C:37]1[CH:42]=[CH:41][C:40](B2OC(C)(C)C(C)(C)O2)=[CH:39][CH:38]=1)[C:26](=[O:35])[O:27][CH2:28][C:29]1[CH:34]=[CH:33][CH:32]=[CH:31][CH:30]=1.C(=O)([O-])[O-].[K+].[K+].C(O)C.[C:61]1([CH3:67])[CH:66]=CC=C[CH:62]=1. The catalyst is C1C=CC([P]([Pd]([P](C2C=CC=CC=2)(C2C=CC=CC=2)C2C=CC=CC=2)([P](C2C=CC=CC=2)(C2C=CC=CC=2)C2C=CC=CC=2)[P](C2C=CC=CC=2)(C2C=CC=CC=2)C2C=CC=CC=2)(C2C=CC=CC=2)C2C=CC=CC=2)=CC=1. The product is [C:29]1([CH2:28][O:27][C:26](=[O:35])[N:25]([CH2:36][C:37]2[CH:42]=[CH:41][C:40]([C:16]3[CH:17]=[C:18]4[C:13](=[CH:14][CH:15]=3)[N:12]([C:20](=[O:22])[CH3:21])[C@@H:11]([CH3:23])[CH2:10][C@H:9]4[NH:5][C:6]([O:7][C:61]([CH3:67])([CH3:66])[CH3:62])=[O:8])=[CH:39][CH:38]=2)[CH3:24])[CH:30]=[CH:31][CH:32]=[CH:33][CH:34]=1. The yield is 0.690. (2) The reactants are [C:1]([O:5][C:6](=[O:35])[NH:7][C:8]1([C:12]2[CH:17]=[CH:16][C:15]([C:18]3[C:19]([C:29]4[CH:34]=[CH:33][CH:32]=[CH:31][CH:30]=4)=[CH:20][C:21]4[NH:26][C:25](=S)[CH2:24][O:23][C:22]=4[N:28]=3)=[CH:14][CH:13]=2)[CH2:11][CH2:10][CH2:9]1)([CH3:4])([CH3:3])[CH3:2].[CH3:36][O:37][CH2:38][CH2:39][C:40]([NH:42][NH2:43])=O. The product is [CH3:36][O:37][CH2:38][CH2:39][C:40]1[N:26]2[C:21]3[CH:20]=[C:19]([C:29]4[CH:34]=[CH:33][CH:32]=[CH:31][CH:30]=4)[C:18]([C:15]4[CH:16]=[CH:17][C:12]([C:8]5([NH:7][C:6](=[O:35])[O:5][C:1]([CH3:4])([CH3:3])[CH3:2])[CH2:11][CH2:10][CH2:9]5)=[CH:13][CH:14]=4)=[N:28][C:22]=3[O:23][CH2:24][C:25]2=[N:43][N:42]=1. The yield is 0.300. The catalyst is CC1C=CC(C)=CC=1.